From a dataset of Peptide-MHC class I binding affinity with 185,985 pairs from IEDB/IMGT. Regression. Given a peptide amino acid sequence and an MHC pseudo amino acid sequence, predict their binding affinity value. This is MHC class I binding data. (1) The peptide sequence is YTGDFDSVI. The MHC is Patr-A0101 with pseudo-sequence Patr-A0101. The binding affinity (normalized) is 0. (2) The peptide sequence is YISDYKMLT. The MHC is HLA-A02:02 with pseudo-sequence HLA-A02:02. The binding affinity (normalized) is 0.397. (3) The peptide sequence is KTPWDRFCK. The MHC is HLA-A69:01 with pseudo-sequence HLA-A69:01. The binding affinity (normalized) is 0.0847. (4) The peptide sequence is LIAPRGYFK. The MHC is HLA-A31:01 with pseudo-sequence HLA-A31:01. The binding affinity (normalized) is 0.674. (5) The peptide sequence is VCKNFLKQ. The MHC is H-2-Db with pseudo-sequence H-2-Db. The binding affinity (normalized) is 0. (6) The peptide sequence is IVIGIITLY. The MHC is HLA-A30:02 with pseudo-sequence HLA-A30:02. The binding affinity (normalized) is 0.946.